Task: Predict the product of the given reaction.. Dataset: Forward reaction prediction with 1.9M reactions from USPTO patents (1976-2016) (1) Given the reactants [CH2:1]([O:3][C:4]1[CH:5]=[C:6]([CH:10]2[O:15][C:14]3[CH:16]=[CH:17][CH:18]=[C:19]([C:20]([OH:22])=O)[C:13]=3[O:12][CH2:11]2)[CH:7]=[N:8][CH:9]=1)[CH3:2].C(N1C=CN=C1)([N:25]1C=CN=C1)=O.[OH-].[NH4+].O, predict the reaction product. The product is: [CH2:1]([O:3][C:4]1[CH:5]=[C:6]([CH:10]2[O:15][C:14]3[CH:16]=[CH:17][CH:18]=[C:19]([C:20]([NH2:25])=[O:22])[C:13]=3[O:12][CH2:11]2)[CH:7]=[N:8][CH:9]=1)[CH3:2]. (2) Given the reactants [F:1][C:2]1[CH:7]=[CH:6][C:5]([N:8]2[CH2:13][CH2:12][N:11]([CH2:14][CH2:15][CH2:16][N:17]3[C:21]4[CH2:22][CH2:23][CH2:24][N:25]([CH3:29])[S:26](=[O:28])(=[O:27])[C:20]=4[CH:19]=[CH:18]3)[CH2:10][CH2:9]2)=[CH:4][CH:3]=1.Cl.[NH2:31][OH:32].C([O-])(=O)C.[Na+], predict the reaction product. The product is: [F:1][C:2]1[CH:3]=[CH:4][C:5]([N:8]2[CH2:9][CH2:10][N:11]([CH2:14][CH2:15][CH2:16][N:17]3[C:21]4[C:22](=[N:31][OH:32])[CH2:23][CH2:24][N:25]([CH3:29])[S:26](=[O:28])(=[O:27])[C:20]=4[CH:19]=[CH:18]3)[CH2:12][CH2:13]2)=[CH:6][CH:7]=1. (3) Given the reactants [CH3:1][O:2][C:3]1[CH:8]=[CH:7][C:6]([CH2:9][CH2:10][CH3:11])=[CH:5][C:4]=1[O:12][CH3:13].C(C1C(=O)C(Cl)=C(Cl)C(=[O:19])C=1C#N)#N.C(O)(=O)C, predict the reaction product. The product is: [CH3:13][O:12][C:4]1[CH:5]=[C:6]([CH:7]=[CH:8][C:3]=1[O:2][CH3:1])[CH:9]=[CH:10][CH:11]=[O:19]. (4) Given the reactants [C:1]([O:6][CH2:7][CH2:8][N:9]=[C:10]=[O:11])(=[O:5])[C:2]([CH3:4])=[CH2:3].[OH2:12], predict the reaction product. The product is: [C:1]([O:6][CH2:7][CH2:8][NH:9][C:10]([NH:9][CH2:8][CH2:7][O:12][C:1](=[O:5])[C:2]([CH3:4])=[CH2:3])=[O:11])(=[O:5])[C:2]([CH3:4])=[CH2:3].